Predict the reaction yield, written as a fraction of the theoretical maximum amount of product (1.0 means a 100% yield; for example, 0.34 means a 34% yield). From a dataset of Reaction yield outcomes from USPTO patents with 853,638 reactions. (1) The reactants are [CH3:1][O:2][C:3]1[C:8]2[O:9][C:10]3([O:19][C:7]=2[C:6]([C:20]([OH:22])=[O:21])=[CH:5][CH:4]=1)[CH2:15][CH2:14][N:13](C(=O)C)[CH2:12][CH2:11]3.[Li+].[OH-].Cl.[CH3:26]O. The catalyst is O. The product is [CH3:1][O:2][C:3]1[C:8]2[O:9][C:10]3([O:19][C:7]=2[C:6]([C:20]([O:22][CH3:26])=[O:21])=[CH:5][CH:4]=1)[CH2:15][CH2:14][NH:13][CH2:12][CH2:11]3. The yield is 0.570. (2) The reactants are [CH3:1][Si](Cl)(C)C.[NH2:6][C:7]1[C:15]([N+:16]([O-:18])=[O:17])=[CH:14][C:10]([C:11]([OH:13])=[O:12])=[C:9]([F:19])[C:8]=1[F:20]. The catalyst is CO. The product is [NH2:6][C:7]1[C:15]([N+:16]([O-:18])=[O:17])=[CH:14][C:10]([C:11]([O:13][CH3:1])=[O:12])=[C:9]([F:19])[C:8]=1[F:20]. The yield is 0.920. (3) The reactants are [CH3:1][N:2]1[CH2:7][CH2:6][N:5]2[N:8]=[C:9]([N+:11]([O-:13])=[O:12])[CH:10]=[C:4]2[CH2:3]1.[CH:14]1(N)C[CH2:15]1. The catalyst is C1COCC1. The product is [CH:1]1([N:2]2[CH2:7][CH2:6][N:5]3[N:8]=[C:9]([N+:11]([O-:13])=[O:12])[CH:10]=[C:4]3[CH2:3]2)[CH2:15][CH2:14]1. The yield is 0.990. (4) The reactants are [CH:1]1([C:4]2[O:8][N:7]=[C:6]([C:9]3[C:14]([Cl:15])=[CH:13][CH:12]=[CH:11][C:10]=3[Cl:16])[C:5]=2[CH2:17]O)[CH2:3][CH2:2]1.P(Br)(Br)[Br:20]. The catalyst is ClCCl. The product is [Br:20][CH2:17][C:5]1[C:6]([C:9]2[C:14]([Cl:15])=[CH:13][CH:12]=[CH:11][C:10]=2[Cl:16])=[N:7][O:8][C:4]=1[CH:1]1[CH2:3][CH2:2]1. The yield is 0.820. (5) The reactants are [C:1]([CH2:4][CH2:5][C:6]1[C:18]([CH2:19][CH2:20][CH2:21][CH2:22][CH2:23][C:24]#[C:25][C:26]2[CH:27]=[C:28]([C:41]3[CH:46]=[CH:45][CH:44]=[CH:43][CH:42]=3)[CH:29]=[C:30]([C:32]([N:34]3[CH2:39][CH2:38][N:37]([CH3:40])[CH2:36][CH2:35]3)=[O:33])[CH:31]=2)=[CH:17][CH:16]=[CH:15][C:7]=1[O:8][CH2:9][CH2:10][CH2:11][C:12]([OH:14])=[O:13])([OH:3])=[O:2]. The catalyst is CO.[Pd]. The product is [C:1]([CH2:4][CH2:5][C:6]1[C:18]([CH2:19][CH2:20][CH2:21][CH2:22][CH2:23][CH2:24][CH2:25][C:26]2[CH:27]=[C:28]([C:41]3[CH:42]=[CH:43][CH:44]=[CH:45][CH:46]=3)[CH:29]=[C:30]([C:32]([N:34]3[CH2:39][CH2:38][N:37]([CH3:40])[CH2:36][CH2:35]3)=[O:33])[CH:31]=2)=[CH:17][CH:16]=[CH:15][C:7]=1[O:8][CH2:9][CH2:10][CH2:11][C:12]([OH:14])=[O:13])([OH:3])=[O:2]. The yield is 0.900.